Dataset: Full USPTO retrosynthesis dataset with 1.9M reactions from patents (1976-2016). Task: Predict the reactants needed to synthesize the given product. (1) Given the product [F:12][C:9]1[CH:10]=[CH:11][C:6]2[O:5][C:4]([C:13]([O:15][CH3:16])=[O:14])=[C:3]([CH2:2][O:18][CH3:17])[C:7]=2[CH:8]=1, predict the reactants needed to synthesize it. The reactants are: Br[CH2:2][C:3]1[C:7]2[CH:8]=[C:9]([F:12])[CH:10]=[CH:11][C:6]=2[O:5][C:4]=1[C:13]([O:15][CH3:16])=[O:14].[CH3:17][O-:18].[Na+].Cl. (2) Given the product [NH2:22][CH:19]1[CH2:20][CH2:21][N:16]([CH2:15][CH:12]2[N:11]3[C:10]4[N:9]([C:8](=[O:30])[CH:7]=[CH:6][C:5]=4[CH:4]=[CH:3][C:2]3=[O:1])[CH2:14][CH2:13]2)[CH2:17][CH2:18]1, predict the reactants needed to synthesize it. The reactants are: [O:1]=[C:2]1[N:11]2[CH:12]([CH2:15][N:16]3[CH2:21][CH2:20][CH:19]([NH:22]C(=O)OC(C)(C)C)[CH2:18][CH2:17]3)[CH2:13][CH2:14][N:9]3[C:10]2=[C:5]([CH:6]=[CH:7][C:8]3=[O:30])[CH:4]=[CH:3]1.C(Cl)Cl.Cl.O1CCOCC1. (3) The reactants are: [C:1](N1C=CN=C1)(N1C=CN=C1)=[O:2].[CH3:13][C:14]1[CH:19]=[C:18]([C:20]2[CH:25]=[CH:24][C:23]([NH2:26])=[CH:22][CH:21]=2)[CH:17]=[CH:16][N:15]=1.[S:27]1[CH:31]=[CH:30][C:29]([C:32]([NH2:35])([CH3:34])[CH3:33])=[CH:28]1.C(N(CC)CC)C. Given the product [CH3:13][C:14]1[CH:19]=[C:18]([C:20]2[CH:25]=[CH:24][C:23]([NH:26][C:1]([NH:35][C:32]([C:29]3[CH:30]=[CH:31][S:27][CH:28]=3)([CH3:34])[CH3:33])=[O:2])=[CH:22][CH:21]=2)[CH:17]=[CH:16][N:15]=1, predict the reactants needed to synthesize it.